Predict the reaction yield, written as a fraction of the theoretical maximum amount of product (1.0 means a 100% yield; for example, 0.34 means a 34% yield). From a dataset of Reaction yield outcomes from USPTO patents with 853,638 reactions. (1) The reactants are F[C:2]1[CH:9]=[CH:8][C:7]([C:10]([F:13])([F:12])[F:11])=[CH:6][C:3]=1[CH:4]=[O:5].[C:14]([N:21]1[CH2:26][CH2:25][NH:24][CH2:23][CH2:22]1)([O:16][C:17]([CH3:20])([CH3:19])[CH3:18])=[O:15].C([O-])([O-])=O.[K+].[K+]. The catalyst is CN(C=O)C.CCOC(C)=O. The product is [C:17]([O:16][C:14]([N:21]1[CH2:26][CH2:25][N:24]([C:2]2[CH:9]=[CH:8][C:7]([C:10]([F:13])([F:12])[F:11])=[CH:6][C:3]=2[CH:4]=[O:5])[CH2:23][CH2:22]1)=[O:15])([CH3:20])([CH3:18])[CH3:19]. The yield is 0.920. (2) The reactants are [H-].[Na+].[Br:3][C:4]1[CH:5]=[C:6]([CH:9]=[O:10])[NH:7][CH:8]=1.[C:11]1([CH3:21])[CH:16]=[CH:15][C:14]([S:17](Cl)(=[O:19])=[O:18])=[CH:13][CH:12]=1. The catalyst is C1COCC1. The product is [CH3:21][C:11]1[CH:16]=[CH:15][C:14]([S:17]([N:7]2[C:6]([CH:9]=[O:10])=[CH:5][C:4]([Br:3])=[CH:8]2)(=[O:19])=[O:18])=[CH:13][CH:12]=1. The yield is 0.680. (3) The reactants are O1CCCCC1[N:7]1[C:15]2[C:10](=[CH:11][C:12]([C:16]3[N:20]=[CH:19][N:18](C(C4C=CC=CC=4)(C4C=CC=CC=4)C4C=CC=CC=4)[N:17]=3)=[CH:13][CH:14]=2)[C:9]([C:40]2[CH:41]=[C:42]([CH:47]=[CH:48][CH:49]=2)[C:43](OC)=[O:44])=[N:8]1.O.[OH-].[Li+].C[NH:54]N(CC)NC.O.ON1C2C=CC=CC=2N=N1.Cl.[CH3:72][N:73]([CH3:82])[CH2:74][CH2:75]CN=C=NCC.Cl.C(=O)(O)[O-].[Na+]. The catalyst is O1CCOCC1.O1CCCC1.O. The product is [NH:17]1[C:16]([C:12]2[CH:11]=[C:10]3[C:15](=[CH:14][CH:13]=2)[NH:7][N:8]=[C:9]3[C:40]2[CH:41]=[C:42]([C:43]([NH:54][CH2:75][CH2:74][N:73]([CH3:72])[CH3:82])=[O:44])[CH:47]=[CH:48][CH:49]=2)=[N:20][CH:19]=[N:18]1. The yield is 0.310. (4) The reactants are [Cl:1][C:2]1[CH:3]=[C:4]([CH:12]([CH2:16][CH:17]2[CH2:22][CH2:21][O:20][CH2:19][CH2:18]2)[C:13]([OH:15])=O)[CH:5]=[CH:6][C:7]=1[S:8]([CH3:11])(=[O:10])=[O:9].C(Cl)(=O)C(Cl)=O.[NH2:29][C:30]1[CH:35]=[N:34][CH:33]=[CH:32][N:31]=1.N1C=CC=CC=1. The catalyst is C(Cl)Cl.CN(C)C=O.O1CCCC1.O. The product is [Cl:1][C:2]1[CH:3]=[C:4]([CH:12]([CH2:16][CH:17]2[CH2:18][CH2:19][O:20][CH2:21][CH2:22]2)[C:13]([NH:29][C:30]2[CH:35]=[N:34][CH:33]=[CH:32][N:31]=2)=[O:15])[CH:5]=[CH:6][C:7]=1[S:8]([CH3:11])(=[O:10])=[O:9]. The yield is 0.500.